This data is from Forward reaction prediction with 1.9M reactions from USPTO patents (1976-2016). The task is: Predict the product of the given reaction. (1) Given the reactants Cl[C:2]1[C:7]([C:8]([OH:10])=[O:9])=[CH:6][N:5]=[CH:4][CH:3]=1.[Cl:11][C:12]1[CH:17]=[CH:16][C:15]([Cl:18])=[CH:14][C:13]=1[OH:19].C(=O)([O-])[O-].[K+].[K+].O, predict the reaction product. The product is: [Cl:11][C:12]1[CH:17]=[CH:16][C:15]([Cl:18])=[CH:14][C:13]=1[O:19][C:2]1[C:7]([C:8]([OH:10])=[O:9])=[CH:6][N:5]=[CH:4][CH:3]=1. (2) Given the reactants [NH:1]1[CH2:6][CH2:5][C:4]2([O:11][C:10]3[C:12]4[C:17]([C:18](=[O:21])[C:19](=[O:20])[C:9]=3[S:8][CH2:7]2)=[CH:16][CH:15]=[CH:14][CH:13]=4)[CH2:3][CH2:2]1.Cl[C:23]1[CH:28]=[N:27][CH:26]=[CH:25][N:24]=1.C(N(CC)CC)C, predict the reaction product. The product is: [N:24]1[CH:25]=[CH:26][N:27]=[CH:28][C:23]=1[N:1]1[CH2:2][CH2:3][C:4]2([O:11][C:10]3[C:12]4[C:17]([C:18](=[O:21])[C:19](=[O:20])[C:9]=3[S:8][CH2:7]2)=[CH:16][CH:15]=[CH:14][CH:13]=4)[CH2:5][CH2:6]1. (3) Given the reactants [CH2:1]=[CH:2][CH2:3][NH2:4].[CH2:5]1[O:7][CH:6]1[CH2:8][Cl:9].[ClH:10].[Br-].Br[CH2:13][CH2:14][CH2:15][CH2:16][CH2:17][CH2:18][N+:19]([CH3:22])([CH3:21])[CH3:20].Br[CH2:24][CH2:25][CH2:26][CH2:27][CH2:28][CH2:29][CH2:30][CH2:31][CH2:32][CH3:33].[OH-].[Na+], predict the reaction product. The product is: [CH3:33][CH2:32][CH2:31][CH2:30][CH2:29][CH2:28][CH2:27][CH2:26][CH2:25][CH2:24][NH:4][CH2:3][CH:2]=[CH2:1].[CH3:20][N+:19]([CH2:18][CH2:17][CH2:16][CH2:15][CH2:14][CH2:13][NH:4][CH2:3][CH:2]=[CH2:1])([CH3:22])[CH3:21].[CH2:1]=[CH:2][CH2:3][NH2:4].[CH2:5]1[O:7][CH:6]1[CH2:8][Cl:9].[ClH:10].[Cl-:9]. (4) Given the reactants [CH3:1][C:2]1[C:3]2[N:4]([C:8]([N:11]3[CH2:16][CH2:15][N:14]([CH:17]4[CH2:22][CH2:21][N:20]([C:23](=[O:25])[CH3:24])[CH2:19][CH2:18]4)[CH2:13][CH2:12]3)=[N:9][CH:10]=2)[CH:5]=[CH:6][N:7]=1.[Br:26]N1C(=O)CCC1=O.O, predict the reaction product. The product is: [Br:26][C:10]1[N:9]=[C:8]([N:11]2[CH2:12][CH2:13][N:14]([CH:17]3[CH2:22][CH2:21][N:20]([C:23](=[O:25])[CH3:24])[CH2:19][CH2:18]3)[CH2:15][CH2:16]2)[N:4]2[CH:5]=[CH:6][N:7]=[C:2]([CH3:1])[C:3]=12. (5) Given the reactants [C:1]([N:4]1[CH2:9][CH2:8][N:7]([CH2:10][C:11]2[CH:12]=[C:13]([NH:18]C(=O)OC(C)(C)C)[CH:14]=[C:15]([CH3:17])[CH:16]=2)[CH2:6][CH2:5]1)(=[O:3])[CH3:2].C(O)(C(F)(F)F)=O, predict the reaction product. The product is: [C:1]([N:4]1[CH2:9][CH2:8][N:7]([CH2:10][C:11]2[CH:12]=[C:13]([CH:14]=[C:15]([CH3:17])[CH:16]=2)[NH2:18])[CH2:6][CH2:5]1)(=[O:3])[CH3:2]. (6) Given the reactants [F:1][CH2:2][CH:3]([O:6][C:7]1[CH:8]=[C:9]([CH:19]=[C:20]([OH:22])[CH:21]=1)[C:10]([NH:12][C:13]1[CH:17]=[CH:16][N:15]([CH3:18])[N:14]=1)=[O:11])[CH2:4][F:5].[Cl:23][C:24]1[CH:25]=[C:26]([C:31]([N:33]2[CH2:36][CH2:35][CH2:34]2)=[O:32])[CH:27]=[CH:28][C:29]=1F.C(=O)([O-])[O-].[K+].[K+], predict the reaction product. The product is: [N:33]1([C:31]([C:26]2[CH:27]=[CH:28][C:29]([O:22][C:20]3[CH:19]=[C:9]([CH:8]=[C:7]([O:6][CH:3]([CH2:2][F:1])[CH2:4][F:5])[CH:21]=3)[C:10]([NH:12][C:13]3[CH:17]=[CH:16][N:15]([CH3:18])[N:14]=3)=[O:11])=[C:24]([Cl:23])[CH:25]=2)=[O:32])[CH2:36][CH2:35][CH2:34]1. (7) Given the reactants [C:1]1([C@H:7]([O:9][C:10](=[O:25])[NH:11][C:12]2[C:13]([CH3:24])=[N:14][O:15][C:16]=2[C:17]2[CH:22]=[CH:21][C:20](Br)=[CH:19][CH:18]=2)[CH3:8])[CH:6]=[CH:5][CH:4]=[CH:3][CH:2]=1.CC1(C)C(C)(C)OB([C:34]2[CH:39]=[CH:38][C:37]([C:40]3([C:43]#[N:44])[CH2:42][CH2:41]3)=[CH:36][CH:35]=2)O1, predict the reaction product. The product is: [C:1]1([C@H:7]([O:9][C:10](=[O:25])[NH:11][C:12]2[C:13]([CH3:24])=[N:14][O:15][C:16]=2[C:17]2[CH:22]=[CH:21][C:20]([C:34]3[CH:39]=[CH:38][C:37]([C:40]4([C:43]#[N:44])[CH2:41][CH2:42]4)=[CH:36][CH:35]=3)=[CH:19][CH:18]=2)[CH3:8])[CH:6]=[CH:5][CH:4]=[CH:3][CH:2]=1. (8) Given the reactants Br[C:2]1[CH:10]=[C:9]2[C:5]([C:6](=[O:21])[N:7]([C:11]3[CH:16]=[CH:15][C:14]([C:17]([F:20])([F:19])[F:18])=[CH:13][CH:12]=3)[NH:8]2)=[CH:4][CH:3]=1.[Li+].[Cl-].O1[CH2:29][CH2:28]OCC1, predict the reaction product. The product is: [CH3:4][C:5]1[C:6]([C:2]2[CH:10]=[C:9]3[C:5]([C:6](=[O:21])[N:7]([C:11]4[CH:16]=[CH:15][C:14]([C:17]([F:20])([F:19])[F:18])=[CH:13][CH:12]=4)[NH:8]3)=[CH:4][CH:3]=2)=[N:7][CH:11]=[CH:28][CH:29]=1.